Task: Predict which catalyst facilitates the given reaction.. Dataset: Catalyst prediction with 721,799 reactions and 888 catalyst types from USPTO (1) Reactant: [NH2:1][CH:2]1[CH2:11][C:10]2[C:5](=[CH:6][CH:7]=[C:8]([C:12]3[CH:17]=[CH:16][CH:15]=[CH:14][CH:13]=3)[N:9]=2)[N:4]([CH2:18][C:19]2[CH:24]=[CH:23][CH:22]=[CH:21][CH:20]=2)[C:3]1=[O:25].CCN(C(C)C)C(C)C.[C:35]1([S:41](Cl)(=[O:43])=[O:42])[CH:40]=[CH:39][CH:38]=[CH:37][CH:36]=1. Product: [CH2:18]([N:4]1[C:5]2[C:10](=[N:9][C:8]([C:12]3[CH:17]=[CH:16][CH:15]=[CH:14][CH:13]=3)=[CH:7][CH:6]=2)[CH2:11][CH:2]([NH:1][S:41]([C:35]2[CH:40]=[CH:39][CH:38]=[CH:37][CH:36]=2)(=[O:43])=[O:42])[C:3]1=[O:25])[C:19]1[CH:24]=[CH:23][CH:22]=[CH:21][CH:20]=1. The catalyst class is: 23. (2) Reactant: [CH3:1][CH2:2][N:3]([CH2:6][CH2:7][O:8][C:9]([C:11]1[CH:12]=[CH:13][C:14]([NH2:17])=[CH:15][CH:16]=1)=[O:10])[CH2:4][CH3:5].CCN(CC[O:25][C:26](C1C=CC(N)=CC=1)=[O:27])CC.C(=O)(O)[OH:36].[Na+:39].[Cl-:40].C(=O)=O.[C:44](=[O:47])([OH:46])[O-:45]. Product: [CH3:5][CH2:4][N:3]([CH2:6][CH2:7][O:8][C:9]([C:11]1[CH:16]=[CH:15][C:14]([NH2:17])=[CH:13][CH:12]=1)=[O:10])[CH2:2][CH3:1].[C:26](=[O:27])=[O:25].[OH2:36].[C:44]([O-:47])([OH:46])=[O:45].[Na+:39].[Na+:39].[Cl-:40]. The catalyst class is: 6. (3) Reactant: [CH2:1]([O:8][C:9]1[CH:10]=[C:11]([CH2:15][CH:16]([NH:22][C:23]([NH:25][CH2:26][C:27]2[CH:32]=[CH:31][C:30]([NH:33]C(OC(C)(C)C)=O)=[CH:29][CH:28]=2)=[O:24])[C:17]([O:19][CH2:20][CH3:21])=[O:18])[CH:12]=[CH:13][CH:14]=1)[C:2]1[CH:7]=[CH:6][CH:5]=[CH:4][CH:3]=1.C(O)(C(F)(F)F)=O. Product: [NH2:33][C:30]1[CH:29]=[CH:28][C:27]([CH2:26][NH:25][C:23](=[O:24])[NH:22][CH:16]([CH2:15][C:11]2[CH:12]=[CH:13][CH:14]=[C:9]([O:8][CH2:1][C:2]3[CH:3]=[CH:4][CH:5]=[CH:6][CH:7]=3)[CH:10]=2)[C:17]([O:19][CH2:20][CH3:21])=[O:18])=[CH:32][CH:31]=1. The catalyst class is: 2.